From a dataset of Reaction yield outcomes from USPTO patents with 853,638 reactions. Predict the reaction yield, written as a fraction of the theoretical maximum amount of product (1.0 means a 100% yield; for example, 0.34 means a 34% yield). (1) The reactants are [CH2:1]([Zn]CC)C.ICI.[F:9][C:10]1[CH:11]=[C:12]([C:17]([O:19][Si:20]([CH3:23])([CH3:22])[CH3:21])=[CH2:18])[CH:13]=[C:14]([F:16])[CH:15]=1. The catalyst is C(Cl)Cl. The product is [F:16][C:14]1[CH:13]=[C:12]([C:17]2([O:19][Si:20]([CH3:22])([CH3:21])[CH3:23])[CH2:1][CH2:18]2)[CH:11]=[C:10]([F:9])[CH:15]=1. The yield is 0.910. (2) The reactants are C(OC([N:8]1[C@@H:12]([CH2:13][N:14]([CH2:21][CH3:22])[C:15]2[CH:20]=[CH:19][CH:18]=[CH:17][CH:16]=2)[CH2:11][O:10]C1(C)C)=O)(C)(C)C.Cl. The catalyst is O1CCOCC1. The product is [NH2:8][C@@H:12]([CH2:13][N:14]([CH2:21][CH3:22])[C:15]1[CH:20]=[CH:19][CH:18]=[CH:17][CH:16]=1)[CH2:11][OH:10]. The yield is 0.620. (3) The reactants are Br[C:2]1[CH:3]=[CH:4][C:5]2[N:6]([N:8]=[C:9]([NH:11][C:12](=[O:19])[C:13]3[CH:18]=[CH:17][CH:16]=[N:15][CH:14]=3)[N:10]=2)[CH:7]=1.[S:20]1[CH:24]=[CH:23][C:22](B(O)O)=[CH:21]1. No catalyst specified. The product is [S:20]1[CH:24]=[CH:23][C:22]([C:2]2[CH:3]=[CH:4][C:5]3[N:6]([N:8]=[C:9]([NH:11][C:12](=[O:19])[C:13]4[CH:18]=[CH:17][CH:16]=[N:15][CH:14]=4)[N:10]=3)[CH:7]=2)=[CH:21]1. The yield is 0.230. (4) The reactants are C(O[C:5]([NH:7][CH:8]1[CH:12]([O:13][CH2:14][CH3:15])[O:11][C:10](=[O:16])[CH2:9]1)=[O:6])C=C.C(=O)=O.[C:20]1([C:30]([NH:32][CH:33]2[C:40](=[O:41])[N:39]3[CH:42](C(O)=O)[CH2:43][CH2:44][CH:38]3[CH2:37][CH:36]=[CH:35][CH2:34]2)=[O:31])[C:29]2[C:24](=[CH:25][CH:26]=[CH:27][CH:28]=2)[CH:23]=[CH:22][N:21]=1.OC1C2N=NNC=2C=CC=1.Cl.CN(C)CCCN=C=NCC. The yield is 0.890. The catalyst is ClCCl.O. The product is [CH2:14]([O:13][CH:12]1[CH:8]([NH:7][C:5]([C@H:42]2[N:39]3[C:40](=[O:41])[C@@H:33]([NH:32][C:30]([C:20]4[C:29]5[C:24](=[CH:25][CH:26]=[CH:27][CH:28]=5)[CH:23]=[CH:22][N:21]=4)=[O:31])[CH2:34][CH:35]=[CH:36][CH2:37][C@@H:38]3[CH2:44][CH2:43]2)=[O:6])[CH2:9][C:10](=[O:16])[O:11]1)[CH3:15]. (5) The reactants are [Br:1][C:2]1[CH:7]=[CH:6][C:5]([OH:8])=[CH:4][C:3]=1[F:9].C1(P(C2C=CC=CC=2)C2C=CC=CC=2)C=CC=CC=1.[CH3:29][N:30]1[CH2:35][CH2:34][N:33]([CH2:36][CH2:37]O)[CH2:32][CH2:31]1.N(C(OC(C)C)=O)=NC(OC(C)C)=O. The catalyst is C(Cl)Cl. The product is [Br:1][C:2]1[CH:7]=[CH:6][C:5]([O:8][CH2:37][CH2:36][N:33]2[CH2:34][CH2:35][N:30]([CH3:29])[CH2:31][CH2:32]2)=[CH:4][C:3]=1[F:9]. The yield is 0.330.